From a dataset of Forward reaction prediction with 1.9M reactions from USPTO patents (1976-2016). Predict the product of the given reaction. (1) Given the reactants C[O:2][C:3](=[O:30])[CH2:4][CH:5]1[CH2:9][CH2:8][CH:7]([NH:10][C:11]2[CH:16]=[CH:15][C:14]([F:17])=[C:13]([C@:18]3([CH3:29])[C:23]([CH3:25])([CH3:24])[C:22](=[O:26])[N:21]([CH3:27])[C:20]([NH2:28])=[N:19]3)[CH:12]=2)[CH2:6]1.O.[Li+].[OH-], predict the reaction product. The product is: [NH2:28][C:20]1[N:21]([CH3:27])[C:22](=[O:26])[C:23]([CH3:24])([CH3:25])[C@:18]([C:13]2[CH:12]=[C:11]([NH:10][CH:7]3[CH2:8][CH2:9][CH:5]([CH2:4][C:3]([OH:30])=[O:2])[CH2:6]3)[CH:16]=[CH:15][C:14]=2[F:17])([CH3:29])[N:19]=1. (2) Given the reactants [C:1]([CH:3]1[CH2:6][N:5]([C:7](=[O:40])[C@H:8]([NH:10][C:11]([C:13]2[C:21]3[C:16](=[N:17][CH:18]=[C:19]([C:22]4[C:30]5[C:25](=[CH:26][C:27]([Cl:31])=[CH:28][CH:29]=5)[NH:24][N:23]=4)[N:20]=3)[N:15]([CH2:32][O:33][CH2:34][CH2:35][Si:36]([CH3:39])([CH3:38])[CH3:37])[CH:14]=2)=[O:12])[CH3:9])[CH2:4]1)#[N:2].[H-].[Na+].Br.[CH3:44][N:45]([CH2:47][CH2:48]Br)[CH3:46], predict the reaction product. The product is: [C:1]([CH:3]1[CH2:6][N:5]([C:7](=[O:40])[C@H:8]([NH:10][C:11]([C:13]2[C:21]3[C:16](=[N:17][CH:18]=[C:19]([C:22]4[C:30]5[C:25](=[CH:26][C:27]([Cl:31])=[CH:28][CH:29]=5)[N:24]([CH2:48][CH2:47][N:45]([CH3:46])[CH3:44])[N:23]=4)[N:20]=3)[N:15]([CH2:32][O:33][CH2:34][CH2:35][Si:36]([CH3:39])([CH3:38])[CH3:37])[CH:14]=2)=[O:12])[CH3:9])[CH2:4]1)#[N:2]. (3) Given the reactants [C:1]([N:4]1[C:13]2[C:8](=[CH:9][CH:10]=[CH:11][CH:12]=2)[C@H:7]([O:14][C:15]2[CH:20]=[CH:19][C:18]([NH2:21])=[CH:17][CH:16]=2)[CH2:6][C@@H:5]1[CH3:22])(=[O:3])[CH3:2].N1C=CC=CC=1.[CH3:29][S:30](Cl)(=[O:32])=[O:31], predict the reaction product. The product is: [C:1]([N:4]1[C:13]2[C:8](=[CH:9][CH:10]=[CH:11][CH:12]=2)[C@H:7]([O:14][C:15]2[CH:16]=[CH:17][C:18]([NH:21][S:30]([CH3:29])(=[O:32])=[O:31])=[CH:19][CH:20]=2)[CH2:6][C@@H:5]1[CH3:22])(=[O:3])[CH3:2]. (4) Given the reactants [F:1][C:2]1[C:7]([O:8][CH3:9])=[CH:6][C:5]([O:10][CH3:11])=[C:4]([F:12])[C:3]=1[N:13]1[CH2:18][C:17]2[CH:19]=[N:20][C:21]3[N:25]([S:26]([C:29]4[CH:34]=[CH:33][CH:32]=[CH:31][CH:30]=4)(=[O:28])=[O:27])[C:24]([CH:35]=[O:36])=[CH:23][C:22]=3[C:16]=2[N:15]([CH3:37])[C:14]1=[O:38].[BH4-].[Na+], predict the reaction product. The product is: [F:12][C:4]1[C:5]([O:10][CH3:11])=[CH:6][C:7]([O:8][CH3:9])=[C:2]([F:1])[C:3]=1[N:13]1[CH2:18][C:17]2[CH:19]=[N:20][C:21]3[N:25]([S:26]([C:29]4[CH:34]=[CH:33][CH:32]=[CH:31][CH:30]=4)(=[O:27])=[O:28])[C:24]([CH2:35][OH:36])=[CH:23][C:22]=3[C:16]=2[N:15]([CH3:37])[C:14]1=[O:38]. (5) Given the reactants [CH3:1][O:2][C:3]1[CH:8]=[CH:7][NH:6][C:5](=[O:9])[C:4]=1[C:10]#[N:11].[CH:12]1([CH2:15][CH2:16]OS(C)(=O)=O)[CH2:14][CH2:13]1.C(=O)([O-])[O-].[K+].[K+], predict the reaction product. The product is: [CH:12]1([CH2:15][CH2:16][N:6]2[CH:7]=[CH:8][C:3]([O:2][CH3:1])=[C:4]([C:10]#[N:11])[C:5]2=[O:9])[CH2:14][CH2:13]1.